Predict which catalyst facilitates the given reaction. From a dataset of Catalyst prediction with 721,799 reactions and 888 catalyst types from USPTO. Product: [C:1]([C:5]1[C:6]2[S:11][C:12]([CH3:13])=[CH:16][C:7]=2[CH:8]=[CH:9][CH:10]=1)([CH3:2])([CH3:3])[CH3:4]. The catalyst class is: 25. Reactant: [C:1]([C:5]1[CH:10]=[CH:9][CH:8]=[CH:7][C:6]=1[S:11][CH2:12][C:13](Cl)=C)([CH3:4])([CH3:3])[CH3:2].[C:16]1(N(CC)CC)C=CC=CC=1.